Dataset: Reaction yield outcomes from USPTO patents with 853,638 reactions. Task: Predict the reaction yield, written as a fraction of the theoretical maximum amount of product (1.0 means a 100% yield; for example, 0.34 means a 34% yield). (1) The reactants are [H-].[Na+].[Cl:3][C:4]1[CH:9]=[CH:8][C:7]([C:10]2[C:15]([C:16]([NH:18][CH:19]3[CH2:21][CH2:20]3)=[O:17])=[CH:14][N:13]=[CH:12][CH:11]=2)=[C:6](F)[CH:5]=1. The catalyst is C1COCC1. The product is [Cl:3][C:4]1[CH:9]=[CH:8][C:7]2[C:10]3[C:15](=[CH:14][N:13]=[CH:12][CH:11]=3)[C:16](=[O:17])[N:18]([CH:19]3[CH2:21][CH2:20]3)[C:6]=2[CH:5]=1. The yield is 0.830. (2) The reactants are [NH2:1][C:2]1[CH:3]=[C:4]([C:8]2[N:13]3[N:14]=[CH:15][C:16]([C:17]([C:19]4[S:20][CH:21]=[CH:22][CH:23]=4)=[O:18])=[C:12]3[N:11]=[CH:10][CH:9]=2)[CH:5]=[CH:6][CH:7]=1.C(N(CC)CC)C.[F:31][C:32]1[CH:40]=[CH:39][CH:38]=[CH:37][C:33]=1[C:34](Cl)=[O:35]. The catalyst is CN(C)C1C=CN=CC=1.C(Cl)Cl. The product is [F:31][C:32]1[CH:40]=[CH:39][CH:38]=[CH:37][C:33]=1[C:34]([NH:1][C:2]1[CH:7]=[CH:6][CH:5]=[C:4]([C:8]2[N:13]3[N:14]=[CH:15][C:16]([C:17]([C:19]4[S:20][CH:21]=[CH:22][CH:23]=4)=[O:18])=[C:12]3[N:11]=[CH:10][CH:9]=2)[CH:3]=1)=[O:35]. The yield is 0.670. (3) The yield is 0.610. The catalyst is C(O)C.[Zn]. The product is [N:1]1[CH:6]=[CH:5][CH:4]=[CH:3][C:2]=1[CH:7]([C:10]1[CH:15]=[CH:14][CH:13]=[CH:12][N:11]=1)[NH2:8]. The reactants are [N:1]1[CH:6]=[CH:5][CH:4]=[CH:3][C:2]=1[C:7]([C:10]1[CH:15]=[CH:14][CH:13]=[CH:12][N:11]=1)=[N:8]O.C([O-])(=O)C.[NH4+].[OH-].[Na+]. (4) The reactants are [F:1][C:2]1[CH:18]=[CH:17][CH:16]=[CH:15][C:3]=1[C:4]([NH:6][C:7]1[S:8][CH:9]=[CH:10][C:11]=1[C:12]([NH2:14])=[O:13])=O.Cl. The catalyst is [OH-].[Na+].C(O)C. The product is [F:1][C:2]1[CH:18]=[CH:17][CH:16]=[CH:15][C:3]=1[C:4]1[NH:14][C:12](=[O:13])[C:11]2[CH:10]=[CH:9][S:8][C:7]=2[N:6]=1. The yield is 0.680.